This data is from Forward reaction prediction with 1.9M reactions from USPTO patents (1976-2016). The task is: Predict the product of the given reaction. (1) The product is: [C:18]([O:21][C:22](=[O:23])[NH:14][C:10]1[CH2:11][O:12][CH2:13][C:8]([C:6]2[CH:7]=[C:2]([Br:1])[CH:3]=[CH:4][C:5]=2[F:16])([CH3:15])[N:9]=1)([CH3:20])([CH3:19])[CH3:17]. Given the reactants [Br:1][C:2]1[CH:3]=[CH:4][C:5]([F:16])=[C:6]([C:8]2([CH3:15])[CH2:13][O:12][CH2:11][C:10]([NH2:14])=[N:9]2)[CH:7]=1.[CH3:17][C:18]([O:21][C:22](O[C:22]([O:21][C:18]([CH3:20])([CH3:19])[CH3:17])=[O:23])=[O:23])([CH3:20])[CH3:19].CCN(C(C)C)C(C)C, predict the reaction product. (2) Given the reactants [OH:1][C@@H:2]1[C:11]2[CH:10]=[CH:9][N:8]3[CH:12]=[C:13]([CH3:15])[N:14]=[C:7]3[C:6]=2[NH:5][C@H:4]([C:16]2[CH:21]=[CH:20][CH:19]=[CH:18][CH:17]=2)[C@H:3]1[OH:22].CS(O)(=O)=O.[CH3:28][O:29][CH2:30][CH2:31]O, predict the reaction product. The product is: [OH:22][C@H:3]1[C@@H:2]([O:1][CH2:31][CH2:30][O:29][CH3:28])[C:11]2[CH:10]=[CH:9][N:8]3[CH:12]=[C:13]([CH3:15])[N:14]=[C:7]3[C:6]=2[NH:5][C@@H:4]1[C:16]1[CH:21]=[CH:20][CH:19]=[CH:18][CH:17]=1.[OH:22][C@H:3]1[C@H:2]([O:1][CH2:31][CH2:30][O:29][CH3:28])[C:11]2[CH:10]=[CH:9][N:8]3[CH:12]=[C:13]([CH3:15])[N:14]=[C:7]3[C:6]=2[NH:5][C@@H:4]1[C:16]1[CH:21]=[CH:20][CH:19]=[CH:18][CH:17]=1. (3) Given the reactants Cl[CH2:2][C:3]1[NH:4][C:5](=[O:8])[NH:6][N:7]=1.[NH2:9][S:10]([C:13]1[CH:14]=[C:15]([NH:20][C:21]2[N:26]=[C:25]([NH:27][C:28]3[CH:33]=[CH:32][C:31]([OH:34])=[CH:30][CH:29]=3)[C:24]([F:35])=[CH:23][N:22]=2)[CH:16]=[CH:17][C:18]=1[F:19])(=[O:12])=[O:11].C(=O)([O-])[O-].[K+].[K+], predict the reaction product. The product is: [NH2:9][S:10]([C:13]1[CH:14]=[C:15]([NH:20][C:21]2[N:26]=[C:25]([NH:27][C:28]3[CH:33]=[CH:32][C:31]([O:34][CH2:2][C:3]4[NH:4][C:5](=[O:8])[NH:6][N:7]=4)=[CH:30][CH:29]=3)[C:24]([F:35])=[CH:23][N:22]=2)[CH:16]=[CH:17][C:18]=1[F:19])(=[O:12])=[O:11].